This data is from NCI-60 drug combinations with 297,098 pairs across 59 cell lines. The task is: Regression. Given two drug SMILES strings and cell line genomic features, predict the synergy score measuring deviation from expected non-interaction effect. (1) Drug 1: CC1OCC2C(O1)C(C(C(O2)OC3C4COC(=O)C4C(C5=CC6=C(C=C35)OCO6)C7=CC(=C(C(=C7)OC)O)OC)O)O. Drug 2: C1=NC(=NC(=O)N1C2C(C(C(O2)CO)O)O)N. Cell line: SK-MEL-5. Synergy scores: CSS=17.6, Synergy_ZIP=-4.18, Synergy_Bliss=2.71, Synergy_Loewe=-5.17, Synergy_HSA=-0.632. (2) Drug 1: CN(C(=O)NC(C=O)C(C(C(CO)O)O)O)N=O. Drug 2: C(CN)CNCCSP(=O)(O)O. Cell line: 786-0. Synergy scores: CSS=4.78, Synergy_ZIP=-5.31, Synergy_Bliss=-4.49, Synergy_Loewe=-4.32, Synergy_HSA=-3.36. (3) Drug 1: C1CC(C1)(C(=O)O)C(=O)O.[NH2-].[NH2-].[Pt+2]. Drug 2: CC=C1C(=O)NC(C(=O)OC2CC(=O)NC(C(=O)NC(CSSCCC=C2)C(=O)N1)C(C)C)C(C)C. Cell line: EKVX. Synergy scores: CSS=5.23, Synergy_ZIP=0.477, Synergy_Bliss=-0.142, Synergy_Loewe=-11.0, Synergy_HSA=-0.562.